Dataset: Catalyst prediction with 721,799 reactions and 888 catalyst types from USPTO. Task: Predict which catalyst facilitates the given reaction. (1) Reactant: [N-:1]=[N+:2]=[N-:3].[F:4][C:5]1[C:10]([B:11]([C:23]2[C:28]([F:29])=[C:27]([F:30])[C:26]([F:31])=[C:25]([F:32])[C:24]=2[F:33])[C:12]2[C:17]([F:18])=[C:16]([F:19])[C:15]([F:20])=[C:14]([F:21])[C:13]=2[F:22])=[C:9]([F:34])[C:8]([F:35])=[C:7]([F:36])[C:6]=1[F:37].[F:38][C:39]1[C:44]([B:45]([C:57]2[C:62]([F:63])=[C:61]([F:64])[C:60]([F:65])=[C:59]([F:66])[C:58]=2[F:67])[C:46]2[C:51]([F:52])=[C:50]([F:53])[C:49]([F:54])=[C:48]([F:55])[C:47]=2[F:56])=[C:43]([F:68])[C:42]([F:69])=[C:41]([F:70])[C:40]=1[F:71].[K+].[Cl-].[CH2:74]([NH+:92]([CH2:94][CH2:95][CH2:96][CH2:97][CH2:98][CH2:99][CH2:100][CH2:101][CH2:102][CH2:103][CH2:104][CH2:105][CH2:106][CH2:107][CH2:108][CH2:109][CH2:110][CH3:111])[CH3:93])[CH2:75][CH2:76][CH2:77][CH2:78][CH2:79][CH2:80][CH2:81][CH2:82][CH2:83][CH2:84][CH2:85][CH2:86][CH2:87][CH2:88][CH2:89][CH2:90][CH3:91]. Product: [N-:1]=[N+:2]=[N-:3].[F:29][C:28]1[C:23]([B:11]([C:10]2[C:5]([F:4])=[C:6]([F:37])[C:7]([F:36])=[C:8]([F:35])[C:9]=2[F:34])[C:12]2[C:13]([F:22])=[C:14]([F:21])[C:15]([F:20])=[C:16]([F:19])[C:17]=2[F:18])=[C:24]([F:33])[C:25]([F:32])=[C:26]([F:31])[C:27]=1[F:30].[F:63][C:62]1[C:57]([B:45]([C:44]2[C:39]([F:38])=[C:40]([F:71])[C:41]([F:70])=[C:42]([F:69])[C:43]=2[F:68])[C:46]2[C:47]([F:56])=[C:48]([F:55])[C:49]([F:54])=[C:50]([F:53])[C:51]=2[F:52])=[C:58]([F:67])[C:59]([F:66])=[C:60]([F:65])[C:61]=1[F:64].[CH2:94]([NH+:92]([CH2:74][CH2:75][CH2:76][CH2:77][CH2:78][CH2:79][CH2:80][CH2:81][CH2:82][CH2:83][CH2:84][CH2:85][CH2:86][CH2:87][CH2:88][CH2:89][CH2:90][CH3:91])[CH3:93])[CH2:95][CH2:96][CH2:97][CH2:98][CH2:99][CH2:100][CH2:101][CH2:102][CH2:103][CH2:104][CH2:105][CH2:106][CH2:107][CH2:108][CH2:109][CH2:110][CH3:111]. The catalyst class is: 4. (2) Reactant: Cl.[NH2:2][CH2:3][C@@H:4]1[O:8][C:7](=[O:9])[N:6]([C:10]2[CH:19]=[CH:18][C:13]3[C:14]([CH3:17])=[N:15][O:16][C:12]=3[CH:11]=2)[CH2:5]1.[CH2:20]1C[O:23][CH2:22][CH2:21]1.C([O-])(O)=O.[Na+].C(OC(=O)CC)(=O)CC. Product: [CH3:17][C:14]1[C:13]2[CH:18]=[CH:19][C:10]([N:6]3[CH2:5][C@H:4]([CH2:3][NH:2][C:22](=[O:23])[CH2:21][CH3:20])[O:8][C:7]3=[O:9])=[CH:11][C:12]=2[O:16][N:15]=1. The catalyst class is: 34. (3) The catalyst class is: 7. Reactant: [H-].[Al+3].[Li+].[H-].[H-].[H-].[NH2:7][C:8]1[C:13]([C:14](OCC)=[O:15])=[CH:12][N:11]=[C:10]([N:19]2[CH2:24][CH2:23][O:22][CH2:21][CH2:20]2)[N:9]=1. Product: [NH2:7][C:8]1[C:13]([CH2:14][OH:15])=[CH:12][N:11]=[C:10]([N:19]2[CH2:20][CH2:21][O:22][CH2:23][CH2:24]2)[N:9]=1. (4) Reactant: [C:1]([O:4][C:5]1[CH:10]=[CH:9][C:8]([CH:11]2[CH:20](O)[C:19]3[C:14](=[CH:15][C:16]([O:22][C:23](=[O:25])[CH3:24])=[CH:17][CH:18]=3)[O:13][CH:12]2[C:26]2[CH:31]=[CH:30][N:29]=[CH:28][CH:27]=2)=[CH:7][CH:6]=1)(=[O:3])[CH3:2].O=P12OP3(OP(OP(O3)(O1)=O)(=O)O2)=O. Product: [C:1]([O:4][C:5]1[CH:6]=[CH:7][C:8]([C:11]2[CH:12]([C:26]3[CH:31]=[CH:30][N:29]=[CH:28][CH:27]=3)[O:13][C:14]3[C:19]([CH:20]=2)=[CH:18][CH:17]=[C:16]([O:22][C:23](=[O:25])[CH3:24])[CH:15]=3)=[CH:9][CH:10]=1)(=[O:3])[CH3:2]. The catalyst class is: 4. (5) Reactant: [H-].[Na+].[NH:3]1[CH2:7][CH2:6][C@@H:5]([CH2:8][OH:9])[CH2:4]1.[Cl:10][C:11]1[CH:12]=[C:13]([NH:25][C:26]2[C:35]3[C:30](=[CH:31][CH:32]=[CH:33][C:34]=3F)[N:29]=[CH:28][N:27]=2)[CH:14]=[CH:15][C:16]=1[O:17][CH2:18][C:19]1[CH:24]=[CH:23][CH:22]=[CH:21][N:20]=1. Product: [Cl:10][C:11]1[CH:12]=[C:13]([NH:25][C:26]2[C:35]3[C:30](=[CH:31][CH:32]=[CH:33][C:34]=3[O:9][CH2:8][C@@H:5]3[CH2:6][CH2:7][NH:3][CH2:4]3)[N:29]=[CH:28][N:27]=2)[CH:14]=[CH:15][C:16]=1[O:17][CH2:18][C:19]1[CH:24]=[CH:23][CH:22]=[CH:21][N:20]=1. The catalyst class is: 44.